Dataset: Forward reaction prediction with 1.9M reactions from USPTO patents (1976-2016). Task: Predict the product of the given reaction. (1) Given the reactants [CH2:1]([O:5][C:6]1[CH:11]=[CH:10][CH:9]=[C:8]([Cl:12])[C:7]=1[C:13]#[N:14])[C@@H:2]1[O:4][CH2:3]1.[NH2:15][C:16]([CH3:29])([CH3:28])[CH2:17][C:18]1[N:19]=[CH:20][C:21]2[C:26]([CH:27]=1)=[CH:25][CH:24]=[CH:23][CH:22]=2, predict the reaction product. The product is: [ClH:12].[ClH:12].[OH:4][C@@H:2]([CH2:1][O:5][C:6]1[CH:11]=[CH:10][CH:9]=[C:8]([Cl:12])[C:7]=1[C:13]#[N:14])[CH2:3][NH:15][C:16]([CH3:29])([CH3:28])[CH2:17][C:18]1[N:19]=[CH:20][C:21]2[C:26]([CH:27]=1)=[CH:25][CH:24]=[CH:23][CH:22]=2. (2) The product is: [Br:1][C:2]1[CH:7]=[CH:6][C:5]([C:8]([OH:13])([C:22]([F:25])([F:24])[F:23])[C:9]([F:11])([F:12])[F:10])=[CH:4][C:3]=1[C:14]([F:15])([F:16])[F:17]. Given the reactants [Br:1][C:2]1[CH:7]=[CH:6][C:5]([CH:8]([OH:13])[C:9]([F:12])([F:11])[F:10])=[CH:4][C:3]=1[C:14]([F:17])([F:16])[F:15].[Si]([C:22]([F:25])([F:24])[F:23])(C)(C)C.[F-].[Cs+].Cl, predict the reaction product.